From a dataset of Forward reaction prediction with 1.9M reactions from USPTO patents (1976-2016). Predict the product of the given reaction. Given the reactants [NH2:1][C:2]1[CH:3]=[C:4]([C@@:9]2([CH3:30])[C@@H:16]([C:17]3[CH:22]=[CH:21][C:20]([Cl:23])=[CH:19][CH:18]=3)[N:15]3[C:11]([S:12][C:13]([C:27](O)=[O:28])=[C:14]3[CH:24]([CH3:26])[CH3:25])=[N:10]2)[CH:5]=[CH:6][C:7]=1[Cl:8].[NH:31]1[CH2:36][CH2:35][NH:34][CH2:33][C:32]1=[O:37], predict the reaction product. The product is: [NH2:1][C:2]1[CH:3]=[C:4]([C@@:9]2([CH3:30])[C@@H:16]([C:17]3[CH:18]=[CH:19][C:20]([Cl:23])=[CH:21][CH:22]=3)[N:15]3[C:11]([S:12][C:13]([C:27]([N:34]4[CH2:35][CH2:36][NH:31][C:32](=[O:37])[CH2:33]4)=[O:28])=[C:14]3[CH:24]([CH3:26])[CH3:25])=[N:10]2)[CH:5]=[CH:6][C:7]=1[Cl:8].